This data is from Full USPTO retrosynthesis dataset with 1.9M reactions from patents (1976-2016). The task is: Predict the reactants needed to synthesize the given product. (1) Given the product [ClH:26].[CH3:1][O:2][C:3]([CH2:5][N:6]1[C:14]2[CH:13]=[CH:12][CH:11]=[CH:10][C:9]=2[C:8]2[CH2:15][NH:16][CH2:17][CH2:18][C:7]1=2)=[O:4].[ClH:26], predict the reactants needed to synthesize it. The reactants are: [CH3:1][O:2][C:3]([CH2:5][N:6]1[C:14]2[CH:13]=[CH:12][CH:11]=[CH:10][C:9]=2[C:8]2[CH2:15][N:16](C(OC(C)(C)C)=O)[CH2:17][CH2:18][C:7]1=2)=[O:4].[ClH:26]. (2) Given the product [CH3:27][C:25]([CH3:26])([CH3:28])[C:24]#[C:23][C:7]1[S:6][C:5]([C:3]([OH:4])=[O:2])=[C:9]([N:10]([CH:20]([CH3:21])[CH3:22])[C:11]([C@H:13]2[CH2:18][CH2:17][C@H:16]([CH3:19])[CH2:15][CH2:14]2)=[O:12])[CH:8]=1, predict the reactants needed to synthesize it. The reactants are: C[O:2][C:3]([C:5]1[S:6][C:7]([C:23]#[C:24][C:25]([CH3:28])([CH3:27])[CH3:26])=[CH:8][C:9]=1[N:10]([CH:20]([CH3:22])[CH3:21])[C:11]([C@H:13]1[CH2:18][CH2:17][C@H:16]([CH3:19])[CH2:15][CH2:14]1)=[O:12])=[O:4].C1COCC1.CO.O.[OH-].[Li+]. (3) Given the product [NH2:32][C:16]1[N:15]=[C:14]([O:13][S:10]([C:3]2[C:4]([CH3:9])=[CH:5][C:6]([CH3:8])=[CH:7][C:2]=2[CH3:1])(=[O:12])=[O:11])[C:19]([CH2:20][C:21]2[CH:26]=[CH:25][C:24]([CH2:27][NH:33][CH2:34][C:35]([O:37][CH2:38][CH3:39])=[O:36])=[CH:23][C:22]=2[O:29][CH3:30])=[C:18]([CH3:31])[N:17]=1, predict the reactants needed to synthesize it. The reactants are: [CH3:1][C:2]1[CH:7]=[C:6]([CH3:8])[CH:5]=[C:4]([CH3:9])[C:3]=1[S:10]([O:13][C:14]1[C:19]([CH2:20][C:21]2[CH:26]=[CH:25][C:24]([CH2:27]Cl)=[CH:23][C:22]=2[O:29][CH3:30])=[C:18]([CH3:31])[N:17]=[C:16]([NH2:32])[N:15]=1)(=[O:12])=[O:11].[NH2:33][CH2:34][C:35]([O:37][CH2:38][CH3:39])=[O:36]. (4) Given the product [Cl:1][C:2]1[CH:3]=[CH:4][C:5]([C:20]([F:23])([F:22])[F:21])=[C:6]([CH:19]=1)[CH2:7][N:8]1[CH2:13][CH2:12][NH:11][C:10]2[N:14]=[CH:15][C:16]([C:31]3[CH:32]=[CH:33][C:28]([NH:27][C:24](=[O:26])[CH3:25])=[CH:29][CH:30]=3)=[CH:17][C:9]1=2, predict the reactants needed to synthesize it. The reactants are: [Cl:1][C:2]1[CH:3]=[CH:4][C:5]([C:20]([F:23])([F:22])[F:21])=[C:6]([CH:19]=1)[CH2:7][N:8]1[CH2:13][CH2:12][NH:11][C:10]2[N:14]=[CH:15][C:16](I)=[CH:17][C:9]1=2.[C:24]([NH:27][C:28]1[CH:33]=[CH:32][C:31](B(O)O)=[CH:30][CH:29]=1)(=[O:26])[CH3:25]. (5) Given the product [F:1][C:2]([F:12])([F:13])[C:3]([F:11])([C:7]([F:8])([F:9])[F:10])[CH:4]([OH:17])[CH2:5][CH3:6], predict the reactants needed to synthesize it. The reactants are: [F:1][C:2]([F:13])([F:12])[C:3]([F:11])([C:7]([F:10])([F:9])[F:8])[CH2:4][CH2:5][CH3:6].FC(C(F)(F)F)(C(F)(F)F)C(OC)=[O:17].C([Mg]Br)C. (6) Given the product [CH2:26]([N:28]([CH2:32][CH3:33])[C:29](=[O:30])[O:12][C:8]1[C:9]([CH3:11])=[CH:10][C:5]([C:1]([CH3:4])([CH3:2])[CH3:3])=[CH:6][C:7]=1[S:13][C:21]([O:23][CH2:24][CH3:25])=[O:22])[CH3:27], predict the reactants needed to synthesize it. The reactants are: [C:1]([C:5]1[CH:10]=[C:9]([CH3:11])[C:8]([OH:12])=[C:7]([SH:13])[CH:6]=1)([CH3:4])([CH3:3])[CH3:2].N1C=CC=CC=1.Cl[C:21]([O:23][CH2:24][CH3:25])=[O:22].[CH2:26]([N:28]([CH2:32][CH3:33])[C:29](Cl)=[O:30])[CH3:27]. (7) Given the product [OH:1][CH:2]([C:6]1[CH:7]=[CH:8][C:9]([C:12]2[N:16]=[C:15]([C:17]3[O:21][N:20]=[C:19]([C:22]4[CH:23]=[CH:24][CH:25]=[CH:26][CH:27]=4)[C:18]=3[C:28]([F:31])([F:29])[F:30])[O:14][N:13]=2)=[CH:10][CH:11]=1)[C:3]([NH:38][CH2:37][CH2:36][S:33]([CH3:32])(=[O:35])=[O:34])=[O:4], predict the reactants needed to synthesize it. The reactants are: [OH:1][CH:2]([C:6]1[CH:11]=[CH:10][C:9]([C:12]2[N:16]=[C:15]([C:17]3[O:21][N:20]=[C:19]([C:22]4[CH:27]=[CH:26][CH:25]=[CH:24][CH:23]=4)[C:18]=3[C:28]([F:31])([F:30])[F:29])[O:14][N:13]=2)=[CH:8][CH:7]=1)[C:3](O)=[O:4].[CH3:32][S:33]([CH2:36][CH2:37][NH2:38])(=[O:35])=[O:34].CN(C(ON1N=NC2C=CC=NC1=2)=[N+](C)C)C.F[P-](F)(F)(F)(F)F.CN1CCOCC1.